From a dataset of Full USPTO retrosynthesis dataset with 1.9M reactions from patents (1976-2016). Predict the reactants needed to synthesize the given product. (1) Given the product [C:18]([O:17][C:15]([NH:22][CH2:23][CH2:24][C:25]1[CH:30]=[CH:29][C:28]([OH:31])=[C:27](/[N:11]=[N:1]/[C:2]2[CH:10]=[CH:9][C:5]([C:6]([OH:8])=[O:7])=[CH:4][CH:3]=2)[CH:26]=1)=[O:16])([CH3:20])([CH3:21])[CH3:19], predict the reactants needed to synthesize it. The reactants are: [NH2:1][C:2]1[CH:10]=[CH:9][C:5]([C:6]([O-:8])=[O:7])=[CH:4][CH:3]=1.[N:11]([O-])=O.[Na+].[C:15]([NH:22][CH2:23][CH2:24][C:25]1[CH:30]=[CH:29][C:28]([OH:31])=[CH:27][CH:26]=1)([O:17][C:18]([CH3:21])([CH3:20])[CH3:19])=[O:16].CC(C)=O. (2) Given the product [C:1]([O:4][C@@H:5]1[C@@H:18]([O:19][C:20](=[O:22])[CH3:21])[C@H:17]([O:23][C:24](=[O:26])[CH3:25])[CH2:16][S:15][C@H:6]1[O:7][C:8]1[CH:9]=[N:10][CH:11]=[C:12]([I:33])[CH:13]=1)(=[O:3])[CH3:2], predict the reactants needed to synthesize it. The reactants are: [C:1]([O:4][C@@H:5]1[C@@H:18]([O:19][C:20](=[O:22])[CH3:21])[C@H:17]([O:23][C:24](=[O:26])[CH3:25])[CH2:16][S:15][C@@H:6]1[O:7][C:8]1[CH:9]=[N:10][CH:11]=[C:12](Br)[CH:13]=1)(=[O:3])[CH3:2].O1CCOCC1.[I-:33].[Na+].CN[C@@H]1CCCC[C@H]1NC. (3) Given the product [OH:8][CH2:9][CH2:10][CH2:11][CH2:12][NH:13][C:14]([NH:16][C:17]1[CH:18]=[CH:19][C:20]2[C:21]([N:32]=1)=[N:22][C:23]([C:26]1[CH:31]=[CH:30][CH:29]=[CH:28][CH:27]=1)=[CH:24][N:25]=2)=[O:15], predict the reactants needed to synthesize it. The reactants are: [Si]([O:8][CH2:9][CH2:10][CH2:11][CH2:12][NH:13][C:14]([NH:16][C:17]1[CH:18]=[CH:19][C:20]2[C:21]([N:32]=1)=[N:22][C:23]([C:26]1[CH:31]=[CH:30][CH:29]=[CH:28][CH:27]=1)=[CH:24][N:25]=2)=[O:15])(C(C)(C)C)(C)C.Cl. (4) Given the product [Cl:1][C:2]1[C:10]([O:11][CH2:12][C:13](=[N:15][O:16][CH2:17][CH:18]=[CH2:19])[CH3:14])=[C:9]([S:20]([CH2:23][CH3:24])(=[O:22])=[O:21])[CH:8]=[CH:7][C:3]=1[C:4]([O:6][C:25]1[CH2:30][CH2:29][CH2:28][C:27](=[O:31])[CH:26]=1)=[O:5], predict the reactants needed to synthesize it. The reactants are: [Cl:1][C:2]1[C:10]([O:11][CH2:12][C:13](=[N:15][O:16][CH2:17][CH:18]=[CH2:19])[CH3:14])=[C:9]([S:20]([CH2:23][CH3:24])(=[O:22])=[O:21])[CH:8]=[CH:7][C:3]=1[C:4]([OH:6])=[O:5].[C:25]1(=O)[CH2:30][CH2:29][CH2:28][C:27](=[O:31])[CH2:26]1.Cl.CN(C)CCCN=C=NCC.CN(C1C=CC=CN=1)C.